Dataset: Reaction yield outcomes from USPTO patents with 853,638 reactions. Task: Predict the reaction yield, written as a fraction of the theoretical maximum amount of product (1.0 means a 100% yield; for example, 0.34 means a 34% yield). The reactants are C([NH:5][S:6]([C:9]1[CH:14]=[CH:13][CH:12]=[C:11]([C:15]2[CH:20]=[C:19]([C:21]3[CH:26]=[C:25]([C:27]4[CH:32]=[CH:31][C:30]([C:33]([F:36])([F:35])[F:34])=[C:29]([O:37][CH3:38])[CH:28]=4)[CH:24]=[C:23]([CH3:39])[N:22]=3)[CH:18]=[CH:17][N:16]=2)[CH:10]=1)(=[O:8])=[O:7])(C)(C)C.C(O)(C(F)(F)F)=O. No catalyst specified. The product is [CH3:38][O:37][C:29]1[CH:28]=[C:27]([C:25]2[CH:24]=[C:23]([CH3:39])[N:22]=[C:21]([C:19]3[CH:18]=[CH:17][N:16]=[C:15]([C:11]4[CH:10]=[C:9]([S:6]([NH2:5])(=[O:7])=[O:8])[CH:14]=[CH:13][CH:12]=4)[CH:20]=3)[CH:26]=2)[CH:32]=[CH:31][C:30]=1[C:33]([F:36])([F:34])[F:35]. The yield is 1.00.